Dataset: Catalyst prediction with 721,799 reactions and 888 catalyst types from USPTO. Task: Predict which catalyst facilitates the given reaction. (1) Reactant: [NH2:1][C:2]1[S:3][C:4]2[CH2:13][CH2:12][C:11](=[O:14])[C:10]3[C:6](=[CH:7][N:8]([CH2:15][C:16]4[CH:21]=[CH:20][C:19]([O:22][CH3:23])=[CH:18][CH:17]=4)[N:9]=3)[C:5]=2[N:24]=1.Cl[C:26]1[N:31]=[C:30]([CH3:32])[CH:29]=[CH:28][N:27]=1.CC1(C)C2C(=C(P(C3C=CC=CC=3)C3C=CC=CC=3)C=CC=2)OC2C(P(C3C=CC=CC=3)C3C=CC=CC=3)=CC=CC1=2.C([O-])([O-])=O.[Cs+].[Cs+]. Product: [CH3:23][O:22][C:19]1[CH:20]=[CH:21][C:16]([CH2:15][N:8]2[CH:7]=[C:6]3[C:10]([C:11](=[O:14])[CH2:12][CH2:13][C:4]4[S:3][C:2]([NH:1][C:26]5[N:31]=[C:30]([CH3:32])[CH:29]=[CH:28][N:27]=5)=[N:24][C:5]=43)=[N:9]2)=[CH:17][CH:18]=1. The catalyst class is: 62. (2) Reactant: [Cl-].[C:2]([NH:5][C:6]1[S:7][CH:8]=[C:9]([CH2:11][P+](C2C=CC=CC=2)(C2C=CC=CC=2)C2C=CC=CC=2)[N:10]=1)(=[O:4])[CH3:3].CN(C)C=O.CC(C)([O-])C.[K+].[CH:42]([C:44]1[S:48][C:47](/[CH:49]=[CH:50]/[C:51]([O:53][CH3:54])=[O:52])=[CH:46][CH:45]=1)=O. Product: [C:2]([NH:5][C:6]1[S:7][CH:8]=[C:9](/[CH:11]=[CH:42]/[C:44]2[S:48][C:47](/[CH:49]=[CH:50]/[C:51]([O:53][CH3:54])=[O:52])=[CH:46][CH:45]=2)[N:10]=1)(=[O:4])[CH3:3]. The catalyst class is: 6. (3) Reactant: [NH2:1][C:2]1[CH:3]=[C:4]([CH:20]=[CH:21][CH:22]=1)[O:5][C:6]1[CH:15]=[C:14]2[C:9]([CH2:10][CH2:11][CH:12]([C:16]([O:18][CH3:19])=[O:17])[CH2:13]2)=[CH:8][CH:7]=1.Cl.C(N(CC)CC)C.[CH:31](=O)[C:32]1[CH:37]=[CH:36][CH:35]=[CH:34][CH:33]=1.C([BH3-])#N.[Na+]. Product: [CH2:31]([NH:1][C:2]1[CH:3]=[C:4]([CH:20]=[CH:21][CH:22]=1)[O:5][C:6]1[CH:15]=[C:14]2[C:9]([CH2:10][CH2:11][CH:12]([C:16]([O:18][CH3:19])=[O:17])[CH2:13]2)=[CH:8][CH:7]=1)[C:32]1[CH:37]=[CH:36][CH:35]=[CH:34][CH:33]=1. The catalyst class is: 130. (4) Reactant: N1C=CC=CC=1.[CH2:7]([C:9]([C:34]1[CH:39]=[CH:38][C:37]([OH:40])=[C:36]([CH3:41])[CH:35]=1)([C:12]1[CH:17]=[CH:16][C:15]([C:18]#[C:19][C:20]([O:29][CH2:30][O:31][CH3:32])([C:25]([F:28])([F:27])[F:26])[C:21]([F:24])([F:23])[F:22])=[C:14]([CH3:33])[CH:13]=1)[CH2:10][CH3:11])[CH3:8].[F:42][C:43]([F:56])([F:55])[S:44](O[S:44]([C:43]([F:56])([F:55])[F:42])(=[O:46])=[O:45])(=[O:46])=[O:45].O. Product: [CH2:7]([C:9]([C:34]1[CH:39]=[CH:38][C:37]([O:40][S:44]([C:43]([F:56])([F:55])[F:42])(=[O:46])=[O:45])=[C:36]([CH3:41])[CH:35]=1)([C:12]1[CH:17]=[CH:16][C:15]([C:18]#[C:19][C:20]([O:29][CH2:30][O:31][CH3:32])([C:25]([F:26])([F:27])[F:28])[C:21]([F:24])([F:23])[F:22])=[C:14]([CH3:33])[CH:13]=1)[CH2:10][CH3:11])[CH3:8]. The catalyst class is: 4. (5) Reactant: [CH3:1][C:2]1([CH3:15])[C@@H:4]2[CH2:5][C:6]3[C:10]([C@H:3]12)=[C:9]([CH3:11])[S:8][C:7]=3[C:12]([OH:14])=O.[Li][CH3:17]. Product: [CH3:15][C:2]1([CH3:1])[C@@H:4]2[CH2:5][C:6]3[C:10]([C@H:3]12)=[C:9]([CH3:11])[S:8][C:7]=3[C:12](=[O:14])[CH3:17]. The catalyst class is: 27. (6) Reactant: C([O:3][C:4](=[O:12])[CH2:5][C:6]1([CH3:11])[O:10][CH2:9][CH2:8][O:7]1)C.[OH-].[K+].[CH3:15][CH2:16]O. Product: [CH3:11][C:6]1([CH:5]([CH2:15][CH3:16])[C:4]([OH:3])=[O:12])[O:7][CH2:8][CH2:9][O:10]1. The catalyst class is: 6. (7) Reactant: [Cl:1][C:2]1[C:15]([Cl:16])=[CH:14][C:5]2[NH:6][C:7]([CH2:9][C:10]([F:13])([F:12])[F:11])=[N:8][C:4]=2[CH:3]=1.[H-].[Na+].[N+:19]([C:22]1[CH:29]=[CH:28][C:25]([CH2:26]Br)=[CH:24][CH:23]=1)([O-:21])=[O:20]. Product: [Cl:16][C:15]1[C:2]([Cl:1])=[CH:3][C:4]2[N:8]([CH2:26][C:25]3[CH:28]=[CH:29][C:22]([N+:19]([O-:21])=[O:20])=[CH:23][CH:24]=3)[C:7]([CH2:9][C:10]([F:12])([F:13])[F:11])=[N:6][C:5]=2[CH:14]=1. The catalyst class is: 3.